This data is from Full USPTO retrosynthesis dataset with 1.9M reactions from patents (1976-2016). The task is: Predict the reactants needed to synthesize the given product. (1) Given the product [Cl:30][C:25]1[CH:26]=[CH:27][CH:28]=[CH:29][C:24]=1[C:22]([C:21]1[S:3][C:2]([N:4]=[CH:12][N:10]([CH3:7])[CH3:11])=[N:1][CH:13]=1)=[O:23], predict the reactants needed to synthesize it. The reactants are: [NH2:1][C:2]([NH2:4])=[S:3].CO[CH:7]([N:10]([CH3:12])[CH3:11])OC.[CH2:13](N(CC)CC)C.Br[CH2:21][C:22]([C:24]1[CH:29]=[CH:28][CH:27]=[CH:26][C:25]=1[Cl:30])=[O:23]. (2) Given the product [NH:13]1[C:8]2[C:7](=[CH:12][CH:11]=[CH:10][CH:9]=2)[C:2]([CH2:3][C:4]([OH:6])=[O:5])=[N:1]1, predict the reactants needed to synthesize it. The reactants are: [NH2:1][CH:2]([C:7]1[CH:12]=[CH:11][CH:10]=[CH:9][C:8]=1[N+:13]([O-])=O)[CH2:3][C:4]([OH:6])=[O:5].Cl. (3) The reactants are: [C:1]1([S:7](OCCCCCCCCCCCC)(=O)=O)C=CC=CC=1.[Na].[CH2:24]([NH2:27])[CH2:25]N.[O:28]=[N+:29]([O-:34])[C:30]([Cl:33])([Cl:32])[Cl:31]. Given the product [CH2:24]([N:27]=[C:1]=[S:7])[CH:25]=[CH2:30].[O:28]=[N+:29]([O-:34])[C:30]([Cl:33])([Cl:32])[Cl:31], predict the reactants needed to synthesize it. (4) Given the product [CH3:65][CH:64]1[CH:63]([N:57]2[CH2:62][CH2:61][O:60][CH2:59][CH2:58]2)[CH:68]([CH3:67])[CH2:73][N:72]([C:74](/[C:11](/[C:3]2[NH:4][CH:5]=[CH:6][CH:2]=2)=[C:12]2\[C:13](=[O:22])[NH:14][C:15]3[C:20]\2=[CH:19][C:18]([F:21])=[CH:17][CH:16]=3)=[O:75])[CH2:71]1, predict the reactants needed to synthesize it. The reactants are: C[C:2]1[C:6](C(O)=O)=[C:5](C)[NH:4][C:3]=1/[CH:11]=[C:12]1\[C:13](=[O:22])[NH:14][C:15]2[C:20]\1=[CH:19][C:18]([F:21])=[CH:17][CH:16]=2.F[P-](F)(F)(F)(F)F.N1(O[P+](N(C)C)(N(C)C)N(C)C)C2C=CC=CC=2N=N1.C(N(CC)CC)C.[N:57]1([CH:63]2[CH2:68][CH2:67]N[CH2:65][CH2:64]2)[CH2:62][CH2:61][O:60][CH2:59][CH2:58]1.[Li+].[Cl-].[CH3:71][N:72]([CH:74]=[O:75])[CH3:73].